Regression. Given a peptide amino acid sequence and an MHC pseudo amino acid sequence, predict their binding affinity value. This is MHC class II binding data. From a dataset of Peptide-MHC class II binding affinity with 134,281 pairs from IEDB. (1) The peptide sequence is DANNYEQQEQASQQI. The MHC is DRB1_0405 with pseudo-sequence DRB1_0405. The binding affinity (normalized) is 0.222. (2) The peptide sequence is SLELFASGVNGGHLQ. The MHC is DRB1_0101 with pseudo-sequence DRB1_0101. The binding affinity (normalized) is 0.626. (3) The peptide sequence is ALKESWGAIWRIDTP. The MHC is DRB1_1001 with pseudo-sequence DRB1_1001. The binding affinity (normalized) is 0.374. (4) The peptide sequence is ATPEAKFDSFVAAFT. The MHC is HLA-DPA10103-DPB10401 with pseudo-sequence HLA-DPA10103-DPB10401. The binding affinity (normalized) is 0.216. (5) The peptide sequence is SKMSVVMRNTTWEGQ. The MHC is DRB1_1501 with pseudo-sequence DRB1_1501. The binding affinity (normalized) is 0.516.